From a dataset of Reaction yield outcomes from USPTO patents with 853,638 reactions. Predict the reaction yield, written as a fraction of the theoretical maximum amount of product (1.0 means a 100% yield; for example, 0.34 means a 34% yield). (1) The reactants are Br[C:2]1[CH:11]=[C:10]2[C:5]([N:6]=[CH:7][C:8]([C:12]3[CH:17]=[CH:16][C:15]([F:18])=[C:14]([F:19])[CH:13]=3)=[N:9]2)=[C:4]([C:20]([NH:22][CH2:23][C:24]([O:26][CH2:27][CH3:28])=[O:25])=[O:21])[C:3]=1[OH:29].C([Sn](CCCC)(CCCC)[C:35]1[S:36][CH:37]=[CH:38][N:39]=1)CCC. The catalyst is O1CCOCC1.C1C=CC([P]([Pd]([P](C2C=CC=CC=2)(C2C=CC=CC=2)C2C=CC=CC=2)([P](C2C=CC=CC=2)(C2C=CC=CC=2)C2C=CC=CC=2)[P](C2C=CC=CC=2)(C2C=CC=CC=2)C2C=CC=CC=2)(C2C=CC=CC=2)C2C=CC=CC=2)=CC=1. The product is [F:19][C:14]1[CH:13]=[C:12]([C:8]2[CH:7]=[N:6][C:5]3[C:10](=[CH:11][C:2]([C:35]4[S:36][CH:37]=[CH:38][N:39]=4)=[C:3]([OH:29])[C:4]=3[C:20]([NH:22][CH2:23][C:24]([O:26][CH2:27][CH3:28])=[O:25])=[O:21])[N:9]=2)[CH:17]=[CH:16][C:15]=1[F:18]. The yield is 0.330. (2) The reactants are C(OC(=O)[NH:7][CH2:8][C@@H:9]([NH:25][C:26]([C:28]1[S:44][C:31]2=[N:32][C:33]3[CH2:34][CH2:35][C@@H:36]([C:40]([CH3:43])([CH3:42])[CH3:41])[CH2:37][C:38]=3[CH:39]=[C:30]2[CH:29]=1)=[O:27])[C:10]1[CH:15]=[CH:14][C:13]([NH:16][C:17]([C:19]2[CH:24]=[N:23][CH:22]=[CH:21][N:20]=2)=[O:18])=[CH:12][CH:11]=1)(C)(C)C. The catalyst is C1COCC1.C(Cl)Cl. The product is [NH2:7][CH2:8][C@@H:9]([NH:25][C:26]([C:28]1[S:44][C:31]2=[N:32][C:33]3[CH2:34][CH2:35][C@@H:36]([C:40]([CH3:42])([CH3:41])[CH3:43])[CH2:37][C:38]=3[CH:39]=[C:30]2[CH:29]=1)=[O:27])[C:10]1[CH:11]=[CH:12][C:13]([NH:16][C:17]([C:19]2[CH:24]=[N:23][CH:22]=[CH:21][N:20]=2)=[O:18])=[CH:14][CH:15]=1. The yield is 0.900.